From a dataset of Full USPTO retrosynthesis dataset with 1.9M reactions from patents (1976-2016). Predict the reactants needed to synthesize the given product. (1) Given the product [CH2:1]([CH:8]1[CH2:12][N:11]([CH:13]2[CH2:18][CH2:17][NH:16][CH2:15][CH2:14]2)[C:10](=[O:26])[NH:9]1)[C:2]1[CH:3]=[CH:4][CH:5]=[CH:6][CH:7]=1, predict the reactants needed to synthesize it. The reactants are: [CH2:1]([CH:8]1[CH2:12][N:11]([CH:13]2[CH2:18][CH2:17][N:16](CC3C=CC=CC=3)[CH2:15][CH2:14]2)[C:10](=[O:26])[NH:9]1)[C:2]1[CH:7]=[CH:6][CH:5]=[CH:4][CH:3]=1. (2) Given the product [CH2:1]([N:3]1[CH2:9][CH2:8][CH2:7][NH:6][CH2:5][CH2:4]1)[CH3:2], predict the reactants needed to synthesize it. The reactants are: [CH2:1]([N:3]1[CH2:9][CH2:8][CH2:7][N:6](C(OC(C)(C)C)=O)[CH2:5][CH2:4]1)[CH3:2]. (3) Given the product [CH2:27]([N:34]([C:3]1[C:2]([Cl:1])=[CH:7][N:6]=[C:5]2[N:8]=[C:9]([C:11]3[CH:12]=[CH:13][C:14]([O:17][CH2:18][CH2:19][N:20]4[CH2:21][CH2:22][O:23][CH2:24][CH2:25]4)=[CH:15][CH:16]=3)[NH:10][C:4]=12)[CH2:35][CH2:36][OH:37])[C:28]1[CH:33]=[CH:32][CH:31]=[CH:30][CH:29]=1, predict the reactants needed to synthesize it. The reactants are: [Cl:1][C:2]1[C:3](Cl)=[C:4]2[N:10]=[C:9]([C:11]3[CH:16]=[CH:15][C:14]([O:17][CH2:18][CH2:19][N:20]4[CH2:25][CH2:24][O:23][CH2:22][CH2:21]4)=[CH:13][CH:12]=3)[NH:8][C:5]2=[N:6][CH:7]=1.[CH2:27]([NH:34][CH2:35][CH2:36][OH:37])[C:28]1[CH:33]=[CH:32][CH:31]=[CH:30][CH:29]=1.